Regression. Given a peptide amino acid sequence and an MHC pseudo amino acid sequence, predict their binding affinity value. This is MHC class I binding data. From a dataset of Peptide-MHC class I binding affinity with 185,985 pairs from IEDB/IMGT. (1) The peptide sequence is MLKRERNRV. The MHC is HLA-B08:01 with pseudo-sequence HLA-B08:01. The binding affinity (normalized) is 0.633. (2) The peptide sequence is ILHCANFNV. The MHC is HLA-A30:01 with pseudo-sequence HLA-A30:01. The binding affinity (normalized) is 0.628. (3) The peptide sequence is HEGDIVPLF. The MHC is HLA-A69:01 with pseudo-sequence HLA-A69:01. The binding affinity (normalized) is 0.0847. (4) The peptide sequence is SWHHTSDDF. The MHC is HLA-B51:01 with pseudo-sequence HLA-B51:01. The binding affinity (normalized) is 0.0847. (5) The peptide sequence is LPQIGGEAI. The MHC is HLA-B35:01 with pseudo-sequence HLA-B35:01. The binding affinity (normalized) is 0.434. (6) The peptide sequence is AVDWYQQRI. The MHC is HLA-B18:01 with pseudo-sequence HLA-B18:01. The binding affinity (normalized) is 0.0847.